This data is from Full USPTO retrosynthesis dataset with 1.9M reactions from patents (1976-2016). The task is: Predict the reactants needed to synthesize the given product. (1) Given the product [CH3:16][O:15][C:12]1[CH:13]=[CH:14][C:9]([CH2:8][C:7]2[C:2]([NH:3][CH2:2][CH2:7][CH2:8][CH2:9][CH3:10])=[N:3][C:4]([NH2:18])=[N:5][C:6]=2[CH3:17])=[CH:10][CH:11]=1, predict the reactants needed to synthesize it. The reactants are: Cl[C:2]1[C:7]([CH2:8][C:9]2[CH:14]=[CH:13][C:12]([O:15][CH3:16])=[CH:11][CH:10]=2)=[C:6]([CH3:17])[N:5]=[C:4]([NH2:18])[N:3]=1. (2) Given the product [Cl:21][C:17]1[CH:16]=[C:15]([CH:20]=[CH:19][CH:18]=1)[CH2:14][N:11]1[CH2:10][CH2:9][NH:8][CH2:13][CH2:12]1, predict the reactants needed to synthesize it. The reactants are: C(OC([N:8]1[CH2:13][CH2:12][N:11]([CH2:14][C:15]2[CH:20]=[CH:19][CH:18]=[C:17]([Cl:21])[CH:16]=2)[CH2:10][CH2:9]1)=O)(C)(C)C.C(O)(C(F)(F)F)=O. (3) Given the product [CH2:28]([NH:35][C:7]1[C:16]2[CH:17]=[CH:18][N:19]=[CH:20][C:15]=2[C:14]2[C:9](=[CH:10][CH:11]=[N:12][C:13]=2[O:21][CH2:22][CH2:23][CH2:24][CH3:25])[N:8]=1)[C:29]1[CH:34]=[CH:33][CH:32]=[CH:31][CH:30]=1, predict the reactants needed to synthesize it. The reactants are: FC(F)(F)S(O[C:7]1[C:16]2[CH:17]=[CH:18][N:19]=[CH:20][C:15]=2[C:14]2[C:9](=[CH:10][CH:11]=[N:12][C:13]=2[O:21][CH2:22][CH2:23][CH2:24][CH3:25])[N:8]=1)(=O)=O.[CH2:28]([NH2:35])[C:29]1[CH:34]=[CH:33][CH:32]=[CH:31][CH:30]=1.C(=O)([O-])O.[Na+]. (4) Given the product [C:1]([O:5][C:6]([N:7]([CH3:8])[CH2:9][CH2:10][C@H:11]1[CH2:12][CH2:13][C@H:14]([C:17]([OH:21])=[O:18])[CH2:15][CH2:16]1)=[O:19])([CH3:3])([CH3:2])[CH3:4], predict the reactants needed to synthesize it. The reactants are: [C:1]([O:5][C:6](=[O:19])[N:7]([CH2:9][CH2:10][C@H:11]1[CH2:16][CH2:15][C@H:14]([CH2:17][OH:18])[CH2:13][CH2:12]1)[CH3:8])([CH3:4])([CH3:3])[CH3:2].I([O-])(=O)(=O)=[O:21].[Na+]. (5) Given the product [Cl:12][C:4]1[N:3]=[C:2]([N:27]2[CH2:28][CH2:29][N:24]3[CH:23]=[N:22][N:21]=[C:25]3[CH2:26]2)[C:7]2[CH2:8][NH:9][C:10](=[O:11])[C:6]=2[CH:5]=1, predict the reactants needed to synthesize it. The reactants are: Cl[C:2]1[C:7]2[CH2:8][NH:9][C:10](=[O:11])[C:6]=2[CH:5]=[C:4]([Cl:12])[N:3]=1.C(N(CC)CC)C.Cl.[N:21]1[N:22]=[CH:23][N:24]2[CH2:29][CH2:28][NH:27][CH2:26][C:25]=12. (6) Given the product [C:31]([CH2:30][CH2:29][C:26]1[CH:25]=[CH:24][C:23]([O:22][C:11]2[CH:10]=[C:9]3[C:4]([CH:5]=[C:6]([C:17]([OH:19])=[O:18])[CH:7]([C:13]([F:16])([F:14])[F:15])[O:8]3)=[CH:3][C:2]=2[Cl:1])=[CH:28][CH:27]=1)([OH:33])=[O:32], predict the reactants needed to synthesize it. The reactants are: [Cl:1][C:2]1[CH:3]=[C:4]2[C:9](=[CH:10][C:11]=1F)[O:8][CH:7]([C:13]([F:16])([F:15])[F:14])[C:6]([C:17]([O:19]CC)=[O:18])=[CH:5]2.[OH:22][C:23]1[CH:28]=[CH:27][C:26]([CH2:29][CH2:30][C:31]([O:33]C)=[O:32])=[CH:25][CH:24]=1. (7) The reactants are: [OH:1][C:2]1[CH:10]=[CH:9][CH:8]=[CH:7][C:3]=1[C:4](O)=O.[C:11]([O-:14])([O-])=[O:12].[Cs+].[Cs+].CC(C)(C(=O)CC(=O)C(C)(C)C)C.Br[C:31]1[CH:32]=[C:33]2[C:37](=[CH:38][CH:39]=1)[N:36]([CH2:40][CH:41]([CH3:43])[CH3:42])[N:35]=[CH:34]2. Given the product [CH2:40]([N:36]1[C:37]2[C:33](=[CH:32][C:31]([O:1][C:2]3[CH:10]=[CH:9][CH:8]=[CH:7][C:3]=3[CH2:4][C:11]([OH:14])=[O:12])=[CH:39][CH:38]=2)[CH:34]=[N:35]1)[CH:41]([CH3:43])[CH3:42], predict the reactants needed to synthesize it. (8) Given the product [N:1]1[C:10]2[C:5](=[CH:6][CH:7]=[CH:8][CH:9]=2)[CH:4]=[CH:3][C:2]=1[CH2:11][S:12]([C:13]1[CH:29]=[CH:28][C:16]([O:17][CH2:18][C:19]2[CH:20]=[CH:21][C:22]([C:23]([OH:25])=[O:24])=[CH:26][CH:27]=2)=[CH:15][CH:14]=1)=[O:38], predict the reactants needed to synthesize it. The reactants are: [N:1]1[C:10]2[C:5](=[CH:6][CH:7]=[CH:8][CH:9]=2)[CH:4]=[CH:3][C:2]=1[CH2:11][S:12][C:13]1[CH:29]=[CH:28][C:16]([O:17][CH2:18][C:19]2[CH:27]=[CH:26][C:22]([C:23]([OH:25])=[O:24])=[CH:21][CH:20]=2)=[CH:15][CH:14]=1.ClC1C=CC=C(C(OO)=[O:38])C=1.C(=O)([O-])O.[K+].